Dataset: Reaction yield outcomes from USPTO patents with 853,638 reactions. Task: Predict the reaction yield, written as a fraction of the theoretical maximum amount of product (1.0 means a 100% yield; for example, 0.34 means a 34% yield). (1) The reactants are [C:1]([C:3]1[CH:4]=[CH:5][C:6]2[O:11][CH:10]([C:12]([OH:14])=O)[CH2:9][N:8]([C:15]([O:17][CH2:18][CH3:19])=[O:16])[C:7]=2[CH:20]=1)#[N:2].[C:21](=[O:38])([O:36][CH3:37])[O:22][C:23]1[CH:28]=[C:27]([NH2:29])[C:26]([Br:30])=[CH:25][C:24]=1[CH:31]1[CH2:35][CH2:34][CH2:33][CH2:32]1.N1C=CC=CC=1.C(P1(=O)OP(CCC)(=O)OP(CCC)(=O)O1)CC. The yield is 0.990. The product is [Br:30][C:26]1[CH:25]=[C:24]([CH:31]2[CH2:35][CH2:34][CH2:33][CH2:32]2)[C:23]([O:22][C:21]([O:36][CH3:37])=[O:38])=[CH:28][C:27]=1[NH:29][C:12]([CH:10]1[O:11][C:6]2[CH:5]=[CH:4][C:3]([C:1]#[N:2])=[CH:20][C:7]=2[N:8]([C:15]([O:17][CH2:18][CH3:19])=[O:16])[CH2:9]1)=[O:14]. The catalyst is CC1CCCO1.C(OCC)(=O)C. (2) The reactants are [Br:1][C:2]1[NH:6][C:5]([C:7]([O:9][CH3:10])=[O:8])=[CH:4][CH:3]=1.[H-].[Na+].Br[CH2:14][C:15]([C:17]1[CH:22]=[CH:21][C:20]([O:23][CH3:24])=[CH:19][CH:18]=1)=[O:16].[NH4+].[Cl-]. The catalyst is CN(C=O)C. The product is [Br:1][C:2]1[N:6]([CH2:14][C:15]([C:17]2[CH:22]=[CH:21][C:20]([O:23][CH3:24])=[CH:19][CH:18]=2)=[O:16])[C:5]([C:7]([O:9][CH3:10])=[O:8])=[CH:4][CH:3]=1. The yield is 0.880. (3) The reactants are [ClH:1].Cl.[NH2:3][CH:4]1[CH2:9][CH2:8][N:7]([CH2:10][CH2:11][N:12]2[C:21]3[C:16](=[N:17][CH:18]=[C:19]([F:22])[CH:20]=3)[CH:15]=[CH:14][C:13]2=[O:23])[CH2:6][CH2:5]1.C([N:26]([CH2:29][CH3:30])[CH2:27][CH3:28])C.S1[C:39]2[CH:38]=[C:37]([CH:40]=O)N=C[C:34]=2[O:33]C1.[BH-](OC(C)=O)(OC(C)=O)OC(C)=O.[Na+].C([O-])(O)=O.[Na+]. The catalyst is C(Cl)(Cl)Cl.CO. The product is [ClH:1].[O:33]1[C:30]2=[CH:29][N:26]=[C:27]([CH2:28][NH:3][CH:4]3[CH2:5][CH2:6][N:7]([CH2:10][CH2:11][N:12]4[C:21]5[C:16](=[N:17][CH:18]=[C:19]([F:22])[CH:20]=5)[CH:15]=[CH:14][C:13]4=[O:23])[CH2:8][CH2:9]3)[CH:40]=[C:37]2[CH2:38][CH2:39][CH2:34]1. The yield is 0.640. (4) The reactants are [CH:1]1([C@@H:4]([NH2:6])[CH3:5])[CH2:3][CH2:2]1.[CH:7](=O)[C:8]1[CH:13]=[CH:12][CH:11]=[CH:10][CH:9]=1.[BH-](OC(C)=O)(OC(C)=O)OC(C)=O.[Na+]. The catalyst is CO. The product is [CH2:7]([NH:6][C@@H:4]([CH:1]1[CH2:3][CH2:2]1)[CH3:5])[C:8]1[CH:13]=[CH:12][CH:11]=[CH:10][CH:9]=1. The yield is 0.770. (5) The reactants are [CH:1]1([CH2:4][N:5]2[CH2:10][CH2:9][CH:8]([N:11]([CH3:32])[C:12](=[O:31])[CH2:13][O:14][C:15]3[N:20]=[C:19]([CH3:21])[C:18]([NH:22]C(=O)OC(C)(C)C)=[C:17]([CH3:30])[N:16]=3)[CH2:7][CH2:6]2)[CH2:3][CH2:2]1.Cl.[OH-].[Na+]. The catalyst is C(Cl)(Cl)Cl. The product is [NH2:22][C:18]1[C:19]([CH3:21])=[N:20][C:15]([O:14][CH2:13][C:12]([N:11]([CH:8]2[CH2:9][CH2:10][N:5]([CH2:4][CH:1]3[CH2:3][CH2:2]3)[CH2:6][CH2:7]2)[CH3:32])=[O:31])=[N:16][C:17]=1[CH3:30]. The yield is 0.620. (6) The reactants are Cl[CH2:2][C:3]([C:5]1[CH:10]=[CH:9][CH:8]=[C:7]([CH3:11])[C:6]=1[OH:12])=[O:4].C(=O)([O-])[O-].[K+].[K+]. The catalyst is C(#N)C. The product is [CH3:11][C:7]1[C:6]2[O:12][CH2:2][C:3](=[O:4])[C:5]=2[CH:10]=[CH:9][CH:8]=1. The yield is 0.430. (7) The reactants are O[CH2:2][C:3]1[CH:8]=[CH:7][C:6]([O:9][C:10](=[O:19])[N:11]([CH3:18])[C:12]2[CH:17]=[CH:16][CH:15]=[CH:14][CH:13]=2)=[CH:5][CH:4]=1.[SH:20][C:21]1[CH:26]=[CH:25][CH:24]=[CH:23][N:22]=1. No catalyst specified. The product is [S:20]=[C:21]1[CH:26]=[CH:25][CH:24]=[CH:23][N:22]1[CH2:2][C:3]1[CH:8]=[CH:7][C:6]([O:9][C:10](=[O:19])[N:11]([CH3:18])[C:12]2[CH:17]=[CH:16][CH:15]=[CH:14][CH:13]=2)=[CH:5][CH:4]=1. The yield is 0.140.